Dataset: Forward reaction prediction with 1.9M reactions from USPTO patents (1976-2016). Task: Predict the product of the given reaction. (1) Given the reactants [Br:1][C:2]1[CH:10]=[C:9]2[C:5]([C:6]([C:12](=O)[C:13](OC)=[O:14])=[CH:7][N:8]2[CH3:11])=[CH:4][CH:3]=1, predict the reaction product. The product is: [Br:1][C:2]1[CH:10]=[C:9]2[C:5]([C:6]([CH2:12][CH2:13][OH:14])=[CH:7][N:8]2[CH3:11])=[CH:4][CH:3]=1. (2) Given the reactants [C:1]([C:4]1[N:9]=[C:8]([C:10]2[CH2:15][CH2:14][N:13]([C:16]([O:18][C:19]([CH3:22])([CH3:21])[CH3:20])=[O:17])[CH2:12][CH:11]=2)[CH:7]=[CH:6][CH:5]=1)(=[O:3])[NH2:2], predict the reaction product. The product is: [C:1]([C:4]1[N:9]=[C:8]([CH:10]2[CH2:11][CH2:12][N:13]([C:16]([O:18][C:19]([CH3:22])([CH3:21])[CH3:20])=[O:17])[CH2:14][CH2:15]2)[CH:7]=[CH:6][CH:5]=1)(=[O:3])[NH2:2].